This data is from NCI-60 drug combinations with 297,098 pairs across 59 cell lines. The task is: Regression. Given two drug SMILES strings and cell line genomic features, predict the synergy score measuring deviation from expected non-interaction effect. Drug 1: CC(CN1CC(=O)NC(=O)C1)N2CC(=O)NC(=O)C2. Drug 2: C1=NNC2=C1C(=O)NC=N2. Cell line: ACHN. Synergy scores: CSS=41.2, Synergy_ZIP=-11.3, Synergy_Bliss=-1.03, Synergy_Loewe=1.54, Synergy_HSA=3.18.